From a dataset of Forward reaction prediction with 1.9M reactions from USPTO patents (1976-2016). Predict the product of the given reaction. (1) Given the reactants [OH:1][C:2]1[CH:12]=[CH:11][CH:10]=[C:4]2[C:5]([O:7][C:8](=[O:9])[C:3]=12)=[O:6].[C:13](=[O:16])(O)[O-].[Na+].I[CH3:19], predict the reaction product. The product is: [CH3:13][O:16][C:5](=[O:6])[C:4]1[C:3](=[C:2]([OH:1])[CH:12]=[CH:11][CH:10]=1)[C:8]([O:7][CH3:19])=[O:9]. (2) Given the reactants C(OC(=O)[NH:7][CH:8]([C:11]1[CH:16]=[CH:15][C:14]([F:17])=[C:13]([O:18][C:19]2[CH:24]=[CH:23][CH:22]=[CH:21][CH:20]=2)[C:12]=1[F:25])[CH2:9][NH2:10])(C)(C)C.[CH3:27][C:28]([CH3:30])=O.[ClH:31], predict the reaction product. The product is: [ClH:31].[ClH:31].[F:25][C:12]1[C:13]([O:18][C:19]2[CH:20]=[CH:21][CH:22]=[CH:23][CH:24]=2)=[C:14]([F:17])[CH:15]=[CH:16][C:11]=1[CH:8]([NH2:7])[CH2:9][NH:10][CH:28]([CH3:30])[CH3:27].